Dataset: Full USPTO retrosynthesis dataset with 1.9M reactions from patents (1976-2016). Task: Predict the reactants needed to synthesize the given product. (1) Given the product [CH3:15][O:14][C:5]1[C:6]([N:8]2[CH2:13][CH2:12][O:11][CH2:10][CH2:9]2)=[N:7][C:2]([C:23]2[CH:22]=[CH:21][C:20]([NH2:34])=[C:19]([N+:16]([O-:18])=[O:17])[CH:24]=2)=[N:3][CH:4]=1, predict the reactants needed to synthesize it. The reactants are: Cl[C:2]1[N:7]=[C:6]([N:8]2[CH2:13][CH2:12][O:11][CH2:10][CH2:9]2)[C:5]([O:14][CH3:15])=[CH:4][N:3]=1.[N+:16]([C:19]1[CH:24]=[C:23](B2OC(C)(C)C(C)(C)O2)[CH:22]=[CH:21][C:20]=1[NH2:34])([O-:18])=[O:17].C(=O)([O-])[O-].[Na+].[Na+]. (2) Given the product [CH3:1][O:2][C:3]1[CH:8]=[CH:7][C:6]([C@H:9](/[CH:10]=[CH:11]/[CH3:12])[CH2:16][C:15]([O:17][CH2:18][CH3:19])=[O:20])=[C:5]([CH3:14])[CH:4]=1, predict the reactants needed to synthesize it. The reactants are: [CH3:1][O:2][C:3]1[CH:8]=[CH:7][C:6](/[CH:9]=[CH:10]/[C@@H:11](O)[CH3:12])=[C:5]([CH3:14])[CH:4]=1.[C:15](OCC)([O:20]CC)([O:17][CH2:18][CH3:19])[CH3:16]. (3) Given the product [ClH:24].[NH2:1][C:2]1[O:3][CH2:4][C@H:5]([CH2:7][CH2:8][C:9]2[CH:14]=[CH:13][C:12]([N:15]3[CH2:23][C:22]4[C:17](=[CH:18][CH:19]=[CH:20][CH:21]=4)[C:16]3=[O:25])=[CH:11][CH:10]=2)[N:6]=1, predict the reactants needed to synthesize it. The reactants are: [NH2:1][C:2]1[O:3][CH2:4][C@H:5]([CH2:7][CH2:8][C:9]2[CH:14]=[CH:13][C:12]([N:15]3[CH2:23][C:22]4[C:17](=[CH:18][C:19]([Cl:24])=[CH:20][CH:21]=4)[C:16]3=[O:25])=[CH:11][CH:10]=2)[N:6]=1.